Dataset: Catalyst prediction with 721,799 reactions and 888 catalyst types from USPTO. Task: Predict which catalyst facilitates the given reaction. (1) Reactant: Cl.[CH3:2][O:3][C:4]1[CH:9]=[CH:8][C:7]([O:10][CH3:11])=[CH:6][C:5]=1[C:12]1[S:20][C:19]2[C:18](=[O:21])[N:17]([CH:22]3[CH2:27][CH2:26][NH:25][CH2:24][CH2:23]3)[C:16](=[O:28])[N:15]([CH2:29][C:30]3[N:31]=[N:32][N:33]([CH2:35][CH3:36])[N:34]=3)[C:14]=2[CH:13]=1.[CH2:37]([O:39][C:40]1[C:49]([O:50][CH3:51])=[CH:48][C:47]2[C:46]([C:52]3[CH:53]=[C:54]([CH:58]=[CH:59][CH:60]=3)[C:55](O)=[O:56])=[N:45][C@@H:44]3[CH2:61][CH2:62][S:63][CH2:64][C@@H:43]3[C:42]=2[CH:41]=1)[CH3:38].CN(C(ON1N=NC2C=CC=CC1=2)=[N+](C)C)C.F[P-](F)(F)(F)(F)F.CCN(C(C)C)C(C)C. Product: [CH3:2][O:3][C:4]1[CH:9]=[CH:8][C:7]([O:10][CH3:11])=[CH:6][C:5]=1[C:12]1[S:20][C:19]2[C:18](=[O:21])[N:17]([CH:22]3[CH2:27][CH2:26][N:25]([C:55]([C:54]4[CH:58]=[CH:59][CH:60]=[C:52]([C:46]5[C:47]6[CH:48]=[C:49]([O:50][CH3:51])[C:40]([O:39][CH2:37][CH3:38])=[CH:41][C:42]=6[C@H:43]6[CH2:64][S:63][CH2:62][CH2:61][C@H:44]6[N:45]=5)[CH:53]=4)=[O:56])[CH2:24][CH2:23]3)[C:16](=[O:28])[N:15]([CH2:29][C:30]3[N:31]=[N:32][N:33]([CH2:35][CH3:36])[N:34]=3)[C:14]=2[CH:13]=1. The catalyst class is: 2. (2) Reactant: [C:1]([CH2:4][C@@H:5]1[CH2:17][C:16]2[C:15]3[C:14]([O:18][CH:19]4[CH2:24][CH2:23][CH:22]([NH:25]C(=O)OC(C)(C)C)[CH2:21][CH2:20]4)=[N:13][CH:12]=[N:11][C:10]=3[S:9][C:8]=2[CH2:7][CH2:6]1)(=[O:3])[NH2:2].[ClH:33]. Product: [ClH:33].[NH2:25][CH:22]1[CH2:23][CH2:24][CH:19]([O:18][C:14]2[C:15]3[C:16]4[CH2:17][C@@H:5]([CH2:4][C:1]([NH2:2])=[O:3])[CH2:6][CH2:7][C:8]=4[S:9][C:10]=3[N:11]=[CH:12][N:13]=2)[CH2:20][CH2:21]1. The catalyst class is: 4.